This data is from Reaction yield outcomes from USPTO patents with 853,638 reactions. The task is: Predict the reaction yield, written as a fraction of the theoretical maximum amount of product (1.0 means a 100% yield; for example, 0.34 means a 34% yield). (1) The reactants are [OH-].[Na+].[OH:3][C@@H:4]([CH2:38][OH:39])[CH2:5][O:6][C:7]1[CH:12]=[CH:11][C:10]([C:13]2([C:22]3[CH:27]=[CH:26][C:25]([O:28][CH2:29][CH:30]([OH:35])[C:31]([CH3:34])([CH3:33])[CH3:32])=[C:24]([CH3:36])[CH:23]=3)[CH2:18][CH2:17][N:16](C(=O)C)[CH2:15][CH2:14]2)=[CH:9][C:8]=1[CH3:37].Cl. The product is [OH:35][CH:30]([C:31]([CH3:34])([CH3:33])[CH3:32])[CH2:29][O:28][C:25]1[CH:26]=[CH:27][C:22]([C:13]2([C:10]3[CH:11]=[CH:12][C:7]([O:6][CH2:5][C@@H:4]([OH:3])[CH2:38][OH:39])=[C:8]([CH3:37])[CH:9]=3)[CH2:14][CH2:15][NH:16][CH2:17][CH2:18]2)=[CH:23][C:24]=1[CH3:36]. The yield is 0.240. The catalyst is CO. (2) The reactants are [CH2:1]([C@@H:6]1[NH:11][CH2:10][C@H:9]([CH2:12][C:13]([CH3:16])([CH3:15])[CH3:14])[NH:8][C:7]1=[O:17])[C:2]([CH3:5])([CH3:4])[CH3:3].[C:18]1([C@@H:24]2[CH2:26][C@H:25]2[C:27](O)=[O:28])[CH:23]=[CH:22][CH:21]=[CH:20][CH:19]=1.C([C@@H]1N(C([C@@H]2C[C@H]2C2C=CC=CC=2)=O)C[C@H](CC(C)C)NC1=O)C(C)C. No catalyst specified. The product is [CH2:1]([C@@H:6]1[N:11]([C:27]([C@@H:25]2[CH2:26][C@H:24]2[C:18]2[CH:23]=[CH:22][CH:21]=[CH:20][CH:19]=2)=[O:28])[CH2:10][C@H:9]([CH2:12][C:13]([CH3:16])([CH3:15])[CH3:14])[NH:8][C:7]1=[O:17])[C:2]([CH3:5])([CH3:4])[CH3:3]. The yield is 0.520. (3) The reactants are Cl.[Cl:2][C:3]1[CH:8]=[CH:7][C:6]([CH:9]([NH:16][C:17]([C:19]2([NH:34]C(=O)OC(C)(C)C)[CH2:24][CH2:23][N:22]([C:25]3[C:26]4[CH:33]=[CH:32][NH:31][C:27]=4[N:28]=[CH:29][N:30]=3)[CH2:21][CH2:20]2)=[O:18])[CH2:10][CH2:11][S:12](=[O:15])(=[O:14])[NH2:13])=[CH:5][CH:4]=1. The catalyst is C(Cl)Cl.CO. The product is [NH2:34][C:19]1([C:17]([NH:16][CH:9]([C:6]2[CH:5]=[CH:4][C:3]([Cl:2])=[CH:8][CH:7]=2)[CH2:10][CH2:11][S:12](=[O:14])(=[O:15])[NH2:13])=[O:18])[CH2:20][CH2:21][N:22]([C:25]2[C:26]3[CH:33]=[CH:32][NH:31][C:27]=3[N:28]=[CH:29][N:30]=2)[CH2:23][CH2:24]1. The yield is 0.900. (4) The reactants are [Na+].[C:2]([NH:5][C@H:6]1[C@H:15]([C@@H:16]([C@@H:18]([CH2:20][OH:21])[OH:19])[OH:17])[O:14][C:9]([OH:13])([C:10](=[O:12])[O-:11])[CH2:8][C@@H:7]1[OH:22])(=[O:4])[CH3:3].C(N[C@H]1[C@@H](O)[C@H](O)[C@@H](CO)OC1O)(=O)C.C([O-])(=O)C(C)=O.[Na+].C(N[C@H]1[C@H]([C@@H]([C@@H](CO)O)O)OC(O)(C(=O)[O-])C[C@@H]1O)(=O)C. The catalyst is O. The product is [C:2]([NH:5][C@H:6]1[C@H:15]([C@@H:16]([C@@H:18]([CH2:20][OH:21])[OH:19])[OH:17])[O:14][C:9]([OH:13])([C:10](=[O:11])[OH:12])[CH2:8][C@@H:7]1[OH:22])(=[O:4])[CH3:3]. The yield is 0.398. (5) The reactants are C(OC(=O)[NH:7][C@H:8]([C:32]1[NH:36][C:35]2[CH:37]=[CH:38][C:39]([C:41]3[CH:46]=[CH:45][C:44]([C:47]#[N:48])=[C:43]([F:49])[CH:42]=3)=[CH:40][C:34]=2[N:33]=1)[CH2:9][C:10](=[O:31])[NH:11]C(C1C=CC=CC=1)(C1C=CC=CC=1)C1C=CC=CC=1)(C)(C)C.FC(F)(F)C(O)=O. No catalyst specified. The product is [NH2:7][C@H:8]([C:32]1[NH:36][C:35]2[CH:37]=[CH:38][C:39]([C:41]3[CH:46]=[CH:45][C:44]([C:47]#[N:48])=[C:43]([F:49])[CH:42]=3)=[CH:40][C:34]=2[N:33]=1)[CH2:9][C:10]([NH2:11])=[O:31]. The yield is 0.370. (6) The reactants are CN(C)C=O.[F:6][C:7]1[CH:8]=[CH:9][C:10]2[N:11]([C:13]([C:16]3[CH:21]=[CH:20][C:19]([OH:22])=[CH:18][CH:17]=3)=[CH:14][N:15]=2)[CH:12]=1.Br[CH2:24][CH2:25][O:26][CH:27]1[CH2:32][CH2:31][CH2:30][CH2:29][O:28]1.C(=O)([O-])[O-].[K+].[K+]. The catalyst is C(OCC)(=O)C.O. The product is [F:6][C:7]1[CH:8]=[CH:9][C:10]2[N:11]([C:13]([C:16]3[CH:21]=[CH:20][C:19]([O:22][CH2:24][CH2:25][O:26][CH:27]4[CH2:32][CH2:31][CH2:30][CH2:29][O:28]4)=[CH:18][CH:17]=3)=[CH:14][N:15]=2)[CH:12]=1. The yield is 1.00.